Dataset: Reaction yield outcomes from USPTO patents with 853,638 reactions. Task: Predict the reaction yield, written as a fraction of the theoretical maximum amount of product (1.0 means a 100% yield; for example, 0.34 means a 34% yield). (1) The reactants are C[O:2][C:3](=[O:34])[CH:4]([C:6]1[CH:11]=[CH:10][C:9]([C:12]#[C:13][C:14]2[CH:23]=[C:22]([CH:24]3[CH2:26][CH2:25]3)[C:21]3[CH:20]([N:27]([CH:29]4[CH2:31][CH2:30]4)[CH3:28])[CH2:19][CH2:18][C:17]([CH3:33])([CH3:32])[C:16]=3[CH:15]=2)=[CH:8][CH:7]=1)[CH3:5].[OH-].[Li+].[Cl-].[NH4+]. The catalyst is CO.O1CCCC1. The product is [CH:24]1([C:22]2[C:21]3[CH:20]([N:27]([CH:29]4[CH2:30][CH2:31]4)[CH3:28])[CH2:19][CH2:18][C:17]([CH3:32])([CH3:33])[C:16]=3[CH:15]=[C:14]([C:13]#[C:12][C:9]3[CH:8]=[CH:7][C:6]([CH:4]([CH3:5])[C:3]([OH:34])=[O:2])=[CH:11][CH:10]=3)[CH:23]=2)[CH2:26][CH2:25]1. The yield is 0.960. (2) The reactants are Br[C:2]1[CH:3]=[C:4]([N:22]([CH:24]2[CH2:28][CH2:27][CH2:26][CH2:25]2)[CH3:23])[C:5]([CH3:21])=[C:6]([CH:20]=1)[C:7]([NH:9][CH2:10][C:11]1[C:12](=[O:19])[NH:13][C:14]([CH3:18])=[CH:15][C:16]=1[CH3:17])=[O:8].[CH3:29][N:30]1[CH:34]=[C:33](B(O)O)[CH:32]=[N:31]1.C([O-])([O-])=O.[Na+].[Na+]. The catalyst is O1CCOCC1.C1C=CC([P]([Pd]([P](C2C=CC=CC=2)(C2C=CC=CC=2)C2C=CC=CC=2)([P](C2C=CC=CC=2)(C2C=CC=CC=2)C2C=CC=CC=2)[P](C2C=CC=CC=2)(C2C=CC=CC=2)C2C=CC=CC=2)(C2C=CC=CC=2)C2C=CC=CC=2)=CC=1. The product is [CH:24]1([N:22]([CH3:23])[C:4]2[C:5]([CH3:21])=[C:6]([CH:20]=[C:2]([C:33]3[CH:32]=[N:31][N:30]([CH3:29])[CH:34]=3)[CH:3]=2)[C:7]([NH:9][CH2:10][C:11]2[C:12](=[O:19])[NH:13][C:14]([CH3:18])=[CH:15][C:16]=2[CH3:17])=[O:8])[CH2:28][CH2:27][CH2:26][CH2:25]1. The yield is 0.700. (3) The reactants are [CH2:1]([O:8][C:9]1[CH:14]=[CH:13][N:12]([C:15]2[CH:16]=[C:17]3[C:21](=[CH:22][CH:23]=2)[N:20]([CH2:24][CH2:25][N:26]2[CH2:31][CH2:30][O:29][CH2:28][CH2:27]2)[N:19]=[CH:18]3)[C:11](=[O:32])[CH:10]=1)[C:2]1[CH:7]=[CH:6][CH:5]=[CH:4][CH:3]=1.[ClH:33].C(OCC)C. The catalyst is C(Cl)Cl. The product is [ClH:33].[CH2:1]([O:8][C:9]1[CH:14]=[CH:13][N:12]([C:15]2[CH:16]=[C:17]3[C:21](=[CH:22][CH:23]=2)[N:20]([CH2:24][CH2:25][N:26]2[CH2:31][CH2:30][O:29][CH2:28][CH2:27]2)[N:19]=[CH:18]3)[C:11](=[O:32])[CH:10]=1)[C:2]1[CH:7]=[CH:6][CH:5]=[CH:4][CH:3]=1. The yield is 0.640. (4) The reactants are C(O[C:6]([N:8]1[CH:13]([C:14]2[NH:15][C:16]([C:19]3[CH:24]=[CH:23][C:22]([Br:25])=[CH:21][CH:20]=3)=[CH:17][N:18]=2)[CH:12]2[CH2:26][CH:9]1[CH2:10][CH2:11]2)=[O:7])(C)(C)C.Cl.[CH3:28][O:29][C:30]([NH:32][CH:33]([CH:37]([CH3:39])[CH3:38])C(O)=O)=[O:31].CN(C(ON1N=NC2C=CC=NC1=2)=[N+](C)C)C.F[P-](F)(F)(F)(F)F.C(N(CC)C(C)C)(C)C. The catalyst is CO.O1CCOCC1. The product is [CH3:28][O:29][C:30](=[O:31])[NH:32][CH:33]([C:6]([N:8]1[CH:13]([C:14]2[NH:15][C:16]([C:19]3[CH:24]=[CH:23][C:22]([Br:25])=[CH:21][CH:20]=3)=[CH:17][N:18]=2)[CH:12]2[CH2:26][CH:9]1[CH2:10][CH2:11]2)=[O:7])[CH:37]([CH3:39])[CH3:38]. The yield is 0.890. (5) The reactants are [CH:1](=O)[C:2]1[CH:7]=[CH:6][CH:5]=[CH:4][CH:3]=1.[NH2:9][C:10]1[S:11][CH:12]=[CH:13][C:14]=1[C:15]([O:17][CH3:18])=[O:16].C(O[BH-](OC(=O)C)OC(=O)C)(=O)C.[Na+].C(O)(=O)C. The catalyst is C(Cl)Cl. The product is [C:2]1([CH2:1][NH:9][C:10]2[S:11][CH:12]=[CH:13][C:14]=2[C:15]([O:17][CH3:18])=[O:16])[CH:7]=[CH:6][CH:5]=[CH:4][CH:3]=1. The yield is 0.640. (6) The reactants are CN(CC1N(C[C@H]2CCCNC2)C2C=CC=CC=2N=1)[C@H]1C2N=CC=CC=2CCC1.[CH3:30][N:31]([CH2:42][C:43]1[N:47]([CH2:48][C@@H:49]2[CH2:54][CH2:53][CH2:52][N:51]([CH2:55][CH2:56][CH:57]([CH3:59])[CH3:58])[CH2:50]2)[C:46]2[CH:60]=[CH:61][CH:62]=[CH:63][C:45]=2[N:44]=1)[C@H:32]1[C:41]2[N:40]=[CH:39][CH:38]=[CH:37][C:36]=2[CH2:35][CH2:34][CH2:33]1. No catalyst specified. The product is [CH3:30][N:31]([CH2:42][C:43]1[N:47]([CH2:48][C@H:49]2[CH2:54][CH2:53][CH2:52][N:51]([CH2:55][CH2:56][CH:57]([CH3:59])[CH3:58])[CH2:50]2)[C:46]2[CH:60]=[CH:61][CH:62]=[CH:63][C:45]=2[N:44]=1)[C@H:32]1[C:41]2[N:40]=[CH:39][CH:38]=[CH:37][C:36]=2[CH2:35][CH2:34][CH2:33]1. The yield is 0.700. (7) The reactants are [Cl:1][C:2]1[C:3](F)=[C:4]([F:30])[CH:5]=[C:6]2[C:11]=1[N:10]([C:12]1[CH:17]=[CH:16][C:15]([CH2:18][N:19]3[CH2:23][CH2:22][CH2:21][CH2:20]3)=[CH:14][CH:13]=1)[CH:9]=[C:8]([C:24]([O:26][CH2:27][CH3:28])=[O:25])[C:7]2=[O:29].N1C=C[CH:35]=[CH:34][C:33]=1[C:38]1C=CC=C[C:39]=1[N:44]1[CH2:49][CH2:48][NH:47][CH2:46][CH2:45]1.CC[N:52](C(C)C)C(C)C. The catalyst is CS(C)=O. The product is [Cl:1][C:2]1[C:3]([N:47]2[CH2:48][CH2:49][N:44]([C:39]3[CH:38]=[CH:33][CH:34]=[CH:35][N:52]=3)[CH2:45][CH2:46]2)=[C:4]([F:30])[CH:5]=[C:6]2[C:11]=1[N:10]([C:12]1[CH:17]=[CH:16][C:15]([CH2:18][N:19]3[CH2:23][CH2:22][CH2:21][CH2:20]3)=[CH:14][CH:13]=1)[CH:9]=[C:8]([C:24]([O:26][CH2:27][CH3:28])=[O:25])[C:7]2=[O:29]. The yield is 0.660. (8) The reactants are [CH2:1]([O:8][C:9]1[C:16]([C:17]([CH3:20])([CH3:19])[CH3:18])=[CH:15][CH:14]=[CH:13][C:10]=1[CH:11]=O)[C:2]1[CH:7]=[CH:6][CH:5]=[CH:4][CH:3]=1.[CH3:21][O:22][C:23]1[C:24]([NH2:29])=[CH:25][CH:26]=[CH:27][CH:28]=1.[C:30]1(C)C=CC(S(O)(=O)=O)=CC=1.C[Mg+].[Br-]. The catalyst is C1COCC1.O.C1(C)C=CC=CC=1. The product is [CH2:1]([O:8][C:9]1[C:16]([C:17]([CH3:20])([CH3:19])[CH3:18])=[CH:15][CH:14]=[CH:13][C:10]=1[CH:11]([NH:29][C:24]1[CH:25]=[CH:26][CH:27]=[CH:28][C:23]=1[O:22][CH3:21])[CH3:30])[C:2]1[CH:7]=[CH:6][CH:5]=[CH:4][CH:3]=1. The yield is 0.850. (9) The yield is 0.340. The reactants are [F:1][C:2]1[C:7]([F:8])=[CH:6][C:5]([C:9]2[CH:14]=[CH:13][C:12]([O:15][CH2:16][C:17]3[CH:25]=[CH:24][CH:23]=[C:22]4[C:18]=3[CH:19]=[CH:20][NH:21]4)=[CH:11][CH:10]=2)=[C:4]([O:26][CH3:27])[CH:3]=1.C(N(CC)CC)C.[C:35]1(=[O:41])[O:40][C:38](=[O:39])[CH2:37][CH2:36]1.C[Si]([N-][Si](C)(C)C)(C)C.[Li+]. The product is [F:1][C:2]1[C:7]([F:8])=[CH:6][C:5]([C:9]2[CH:14]=[CH:13][C:12]([O:15][CH2:16][C:17]3[CH:25]=[CH:24][CH:23]=[C:22]4[C:18]=3[CH:19]=[CH:20][N:21]4[C:35](=[O:41])[CH2:36][CH2:37][C:38]([OH:40])=[O:39])=[CH:11][CH:10]=2)=[C:4]([O:26][CH3:27])[CH:3]=1. The catalyst is CN(C)C=O. (10) The reactants are C(O)(C(F)(F)F)=O.[NH2:8][CH2:9][C:10]([OH:12])=[O:11].[CH3:13][CH2:14][C:15]1[C:24]2[CH2:25][N:26]3[C:31](=[O:32])[C:30]4[CH2:33][O:34][C:35]([C@:37]([OH:40])([CH2:38][CH3:39])[C:29]=4[CH:28]=[C:27]3[C:23]=2[N:22]=[C:21]2[C:16]=1[CH:17]=[C:18]([OH:41])[CH:19]=[CH:20]2)=[O:36].ON1C(=O)CCC1=O.C(N=C=NCCCN(C)C)C. The catalyst is CN(C)C=O. The product is [NH2:8][CH2:9][C:10]([OH:12])=[O:11].[CH3:13][CH2:14][C:15]1[C:24]2[CH2:25][N:26]3[C:31](=[O:32])[C:30]4[CH2:33][O:34][C:35]([C@:37]([OH:40])([CH2:38][CH3:39])[C:29]=4[CH:28]=[C:27]3[C:23]=2[N:22]=[C:21]2[C:16]=1[CH:17]=[C:18]([OH:41])[CH:19]=[CH:20]2)=[O:36]. The yield is 0.670.